Predict the reactants needed to synthesize the given product. From a dataset of Full USPTO retrosynthesis dataset with 1.9M reactions from patents (1976-2016). (1) Given the product [CH3:1][C@@:2]12[C@@H:10]([C@H:11]([CH3:19])[CH2:12][CH2:13][C@H:14]([CH3:18])[CH:15]([CH3:16])[CH3:17])[CH2:9][CH2:8][C@H:7]1[C:6](=[O:20])[CH2:5][CH2:4][CH2:3]2, predict the reactants needed to synthesize it. The reactants are: [CH3:1][C@@:2]12[C@@H:10]([C@H:11]([CH3:19])[CH2:12][CH2:13][C@H:14]([CH3:18])[CH:15]([CH3:17])[CH3:16])[CH2:9][CH2:8][C@H:7]1[C@@H:6]([OH:20])[CH2:5][CH2:4][CH2:3]2.[Cr](O[Cr]([O-])(=O)=O)([O-])(=O)=O.[NH+]1C=CC=CC=1.[NH+]1C=CC=CC=1.C1(C)C=CC(S([O-])(=O)=O)=CC=1.[NH+]1C=CC=CC=1. (2) Given the product [ClH:22].[ClH:22].[ClH:22].[S:24]1[C:28]2[CH:29]=[C:30]([NH:33][C:21]3[C:16]4[CH:15]=[C:14]([C:11]5[CH2:10][CH2:9][NH:8][CH2:13][CH:12]=5)[NH:23][C:17]=4[N:18]=[CH:19][N:20]=3)[CH:31]=[CH:32][C:27]=2[N:26]=[CH:25]1, predict the reactants needed to synthesize it. The reactants are: C(OC([N:8]1[CH2:13][CH:12]=[C:11]([C:14]2[NH:23][C:17]3[N:18]=[CH:19][N:20]=[C:21]([Cl:22])[C:16]=3[CH:15]=2)[CH2:10][CH2:9]1)=O)(C)(C)C.[S:24]1[C:28]2[CH:29]=[C:30]([NH2:33])[CH:31]=[CH:32][C:27]=2[N:26]=[CH:25]1. (3) Given the product [F:13][C:14]1[CH:22]=[CH:21][C:17]([C:18]([NH:1][C:2]2[C:11]([OH:12])=[CH:10][CH:9]=[CH:8][C:3]=2[C:4]([O:6][CH3:7])=[O:5])=[O:19])=[CH:16][CH:15]=1, predict the reactants needed to synthesize it. The reactants are: [NH2:1][C:2]1[C:11]([OH:12])=[CH:10][CH:9]=[CH:8][C:3]=1[C:4]([O:6][CH3:7])=[O:5].[F:13][C:14]1[CH:22]=[CH:21][C:17]([C:18](O)=[O:19])=[CH:16][CH:15]=1.CN(C=O)C.CN(C(ON1N=NC2C=CC=NC1=2)=[N+](C)C)C.F[P-](F)(F)(F)(F)F. (4) Given the product [CH3:15][O:14][C:10]1[CH:9]=[C:8]([C:6]2[N:7]=[C:2]([NH:28][C:29]3[CH:30]=[CH:31][C:32]([CH2:35][N:37]4[CH2:41][CH2:40][CH2:39][CH2:38]4)=[CH:33][CH:34]=3)[C:3]3[NH:18][N:17]=[CH:16][C:4]=3[N:5]=2)[CH:13]=[CH:12][CH:11]=1, predict the reactants needed to synthesize it. The reactants are: Cl[C:2]1[C:3]2[C:4](=[CH:16][N:17](CC3C=CC(OC)=CC=3)[N:18]=2)[N:5]=[C:6]([C:8]2[CH:13]=[CH:12][CH:11]=[C:10]([O:14][CH3:15])[CH:9]=2)[N:7]=1.[NH2:28][C:29]1[CH:34]=[CH:33][C:32]([C:35]([N:37]2[CH2:41][CH2:40][CH2:39][CH2:38]2)=O)=[CH:31][CH:30]=1.Cl. (5) Given the product [OH:34][C:31]([CH3:32])([CH3:30])[CH2:35][O:34][C@H:31]1[CH2:32][CH2:33][C@H:28]([N:18]2[C:17](=[O:43])[C:16]([CH2:15][C:12]3[CH:13]=[CH:14][C:9]([C:4]4[C:3]([C:1]#[N:2])=[CH:8][CH:7]=[CH:6][CH:5]=4)=[CH:10][CH:11]=3)=[C:21]([CH2:22][CH2:23][CH3:24])[N:20]3[N:25]=[CH:26][CH:27]=[C:19]23)[CH2:29][CH2:30]1, predict the reactants needed to synthesize it. The reactants are: [C:1]([C:3]1[CH:8]=[CH:7][CH:6]=[CH:5][C:4]=1[C:9]1[CH:14]=[CH:13][C:12]([CH2:15][C:16]2[C:17](=[O:43])[N:18]([C@H:28]3[CH2:33][CH2:32][C@H:31]([O:34][CH2:35]C(OC(C)(C)C)=O)[CH2:30][CH2:29]3)[C:19]3[N:20]([N:25]=[CH:26][CH:27]=3)[C:21]=2[CH2:22][CH2:23][CH3:24])=[CH:11][CH:10]=1)#[N:2].C[Mg]Br.[Cl-].[NH4+]. (6) Given the product [F:34][C:2]([F:1])([F:33])[C@:3]([C:7]1[N:8]=[N:9][N:10]([CH2:12][C:13]2[CH:22]=[C:21]3[C:16]([C:17]([C:26]4[CH:27]=[CH:28][C:29]([F:32])=[CH:30][CH:31]=4)=[CH:18][C:19]([CH:23]([O:25][CH3:36])[CH3:24])=[N:20]3)=[CH:15][CH:14]=2)[CH:11]=1)([OH:6])[CH2:4][CH3:5], predict the reactants needed to synthesize it. The reactants are: [F:1][C:2]([F:34])([F:33])[C@:3]([C:7]1[N:8]=[N:9][N:10]([CH2:12][C:13]2[CH:22]=[C:21]3[C:16]([C:17]([C:26]4[CH:31]=[CH:30][C:29]([F:32])=[CH:28][CH:27]=4)=[CH:18][C:19]([CH:23]([OH:25])[CH3:24])=[N:20]3)=[CH:15][CH:14]=2)[CH:11]=1)([OH:6])[CH2:4][CH3:5].I[CH3:36].[H-].[Na+]. (7) Given the product [ClH:32].[CH2:1]([O:3][C:4](=[O:31])[CH:5]=[CH:6][CH:7]([NH:15][C:16](=[O:30])[CH:17]([NH2:22])[CH2:18][CH:19]([CH3:21])[CH3:20])[CH2:8][CH:9]1[CH2:13][CH2:12][NH:11][C:10]1=[O:14])[CH3:2], predict the reactants needed to synthesize it. The reactants are: [CH2:1]([O:3][C:4](=[O:31])[CH:5]=[CH:6][CH:7]([NH:15][C:16](=[O:30])[CH:17]([NH:22]C(OC(C)(C)C)=O)[CH2:18][CH:19]([CH3:21])[CH3:20])[CH2:8][CH:9]1[CH2:13][CH2:12][NH:11][C:10]1=[O:14])[CH3:2].[ClH:32].